Dataset: Full USPTO retrosynthesis dataset with 1.9M reactions from patents (1976-2016). Task: Predict the reactants needed to synthesize the given product. Given the product [CH3:16][O:15][CH2:14][CH2:13][O:12][CH2:11][O:10][C:9]1[C:8]([C:18]2[CH:23]=[CH:22][CH:21]=[CH:20][CH:19]=2)=[CH:7][C:4]([CH:5]=[O:6])=[CH:3][C:2]=1[C:2]1[CH:3]=[CH:4][CH:7]=[CH:8][CH:9]=1, predict the reactants needed to synthesize it. The reactants are: I[C:2]1[CH:3]=[C:4]([CH:7]=[C:8](I)[C:9]=1[O:10][CH2:11][O:12][CH2:13][CH2:14][O:15][CH3:16])[CH:5]=[O:6].[C:18]1(B(O)O)[CH:23]=[CH:22][CH:21]=[CH:20][CH:19]=1.O.